Dataset: Reaction yield outcomes from USPTO patents with 853,638 reactions. Task: Predict the reaction yield, written as a fraction of the theoretical maximum amount of product (1.0 means a 100% yield; for example, 0.34 means a 34% yield). (1) The reactants are [Si:1]([O:8][C:9]1[CH:14]=[CH:13][C:12]([C:15]([C:17]2[CH:22]=[C:21]([O:23][CH3:24])[CH:20]=[C:19]([O:25][CH3:26])[CH:18]=2)=O)=[CH:11][C:10]=1[O:27][CH3:28])([C:4]([CH3:7])([CH3:6])[CH3:5])([CH3:3])[CH3:2].C(OP([CH2:37][C:38]#[N:39])(=O)OCC)C.C[Si]([N-][Si](C)(C)C)(C)C.[Li+].COC1C=C(C(C2C=CC=C(OC)C=2)=CC#N)C=C(OC)C=1. The catalyst is C1COCC1. The product is [C:4]([Si:1]([CH3:3])([CH3:2])[O:8][C:9]1[CH:14]=[CH:13][C:12]([C:15]([C:17]2[CH:18]=[C:19]([O:25][CH3:26])[CH:20]=[C:21]([O:23][CH3:24])[CH:22]=2)=[CH:37][C:38]#[N:39])=[CH:11][C:10]=1[O:27][CH3:28])([CH3:6])([CH3:5])[CH3:7]. The yield is 0.780. (2) The reactants are [N+:1]([C:4]1[CH:21]=[CH:20][C:7]2[S:8][CH2:9][CH2:10][N:11]([C:12](=O)[CH2:13][N:14]3[CH2:18][CH2:17][CH2:16][CH2:15]3)[C:6]=2[CH:5]=1)([O-:3])=[O:2].B.O1CCCC1. The catalyst is O1CCCC1. The product is [N+:1]([C:4]1[CH:21]=[CH:20][C:7]2[S:8][CH2:9][CH2:10][N:11]([CH2:12][CH2:13][N:14]3[CH2:18][CH2:17][CH2:16][CH2:15]3)[C:6]=2[CH:5]=1)([O-:3])=[O:2]. The yield is 0.910. (3) The reactants are [Cl:1][C:2]1[CH:3]=[CH:4][C:5]([NH:18][CH2:19][CH:20]2[CH2:25][CH2:24][NH:23][CH2:22][CH2:21]2)=[C:6]([CH:17]=1)[C:7]([NH:9][C:10]1[CH:15]=[CH:14][C:13]([CH3:16])=[CH:12][N:11]=1)=[O:8].[C:26]1(=O)[CH2:31][CH2:30][CH2:29][CH2:28][CH2:27]1.C([BH3-])#N.[Na+]. The catalyst is CO.C(O)(=O)C.O1CCCC1. The product is [Cl:1][C:2]1[CH:3]=[CH:4][C:5]([NH:18][CH2:19][CH:20]2[CH2:25][CH2:24][N:23]([CH:26]3[CH2:31][CH2:30][CH2:29][CH2:28][CH2:27]3)[CH2:22][CH2:21]2)=[C:6]([CH:17]=1)[C:7]([NH:9][C:10]1[CH:15]=[CH:14][C:13]([CH3:16])=[CH:12][N:11]=1)=[O:8]. The yield is 0.620. (4) The reactants are [NH2:1][C:2]1[C:6]([C:7]#[N:8])=[CH:5][NH:4][N:3]=1.CN(C=O)C.[CH3:14][O:15][C:16](=[O:25])[C:17]1[CH:22]=[CH:21][C:20]([CH2:23]Br)=[CH:19][CH:18]=1. The catalyst is CCOCC.CC(C)=O. The product is [CH3:14][O:15][C:16](=[O:25])[C:17]1[CH:22]=[CH:21][C:20]([CH2:23][N:4]2[CH:5]=[C:6]([C:7]#[N:8])[C:2]([NH2:1])=[N:3]2)=[CH:19][CH:18]=1. The yield is 0.240. (5) The reactants are C(NCC)C.[CH2:6]([O:13][NH:14][C@H:15]1[CH2:20][N:19](C(OCC2C3C=CC=CC=3C3C2=CC=CC=3)=O)[CH:18]([C:38](=[O:40])[NH2:39])[C:17]([CH2:41][O:42][Si:43]([C:46]([CH3:49])([CH3:48])[CH3:47])([CH3:45])[CH3:44])=[CH:16]1)[C:7]1[CH:12]=[CH:11][CH:10]=[CH:9][CH:8]=1. The catalyst is C(Cl)Cl. The product is [CH2:6]([O:13][NH:14][C@H:15]1[CH2:20][NH:19][CH:18]([C:38]([NH2:39])=[O:40])[C:17]([CH2:41][O:42][Si:43]([C:46]([CH3:49])([CH3:48])[CH3:47])([CH3:44])[CH3:45])=[CH:16]1)[C:7]1[CH:12]=[CH:11][CH:10]=[CH:9][CH:8]=1. The yield is 0.910. (6) The reactants are [F:1][C:2]1[CH:21]=[C:20]([N+:22]([O-])=O)[CH:19]=[CH:18][C:3]=1[O:4][C:5]1[CH:10]=[CH:9][N:8]=[C:7]2[CH:11]=[C:12]([S:14]([CH3:17])(=[O:16])=[O:15])[S:13][C:6]=12. The catalyst is C(O)(=O)C.[Fe]. The product is [CH3:17][S:14]([C:12]1[S:13][C:6]2[C:7](=[N:8][CH:9]=[CH:10][C:5]=2[O:4][C:3]2[CH:18]=[CH:19][C:20]([NH2:22])=[CH:21][C:2]=2[F:1])[CH:11]=1)(=[O:15])=[O:16]. The yield is 0.480. (7) The yield is 0.280. The reactants are [F:1][C:2]1[CH:3]=[C:4]([CH:7]=[C:8]([O:11][CH3:12])[C:9]=1[OH:10])[CH:5]=O.[C:13]1([C:19](=O)[CH2:20][C:21]2[CH:26]=[CH:25][CH:24]=[CH:23][CH:22]=2)[CH:18]=[CH:17][CH:16]=[CH:15][CH:14]=1.[NH2:28][C:29]([NH2:31])=[O:30].Cl. The product is [F:1][C:2]1[CH:3]=[C:4]([CH:5]2[C:20]([C:21]3[CH:26]=[CH:25][CH:24]=[CH:23][CH:22]=3)=[C:19]([C:13]3[CH:18]=[CH:17][CH:16]=[CH:15][CH:14]=3)[NH:31][C:29](=[O:30])[NH:28]2)[CH:7]=[C:8]([O:11][CH3:12])[C:9]=1[OH:10]. The catalyst is C(O)C. (8) The product is [Cl:12][C:13]1[CH:18]=[CH:17][CH:16]=[CH:15][C:14]=1[NH:4][C@@H:5]1[CH2:10][CH2:9][CH2:8][CH2:7][C@H:6]1[OH:11]. The reactants are [OH-].[Na+].Cl.[NH2:4][CH:5]1[CH2:10][CH2:9][CH2:8][CH2:7][CH:6]1[OH:11].[Cl:12][C:13]1[CH:18]=[CH:17][CH:16]=[CH:15][C:14]=1I.C(O)(C)C. The catalyst is [Cl-].[Na+].O.[Cu]I. The yield is 0.910. (9) The reactants are Br[C:2]1[CH:10]=[CH:9][CH:8]=[C:7]2[C:3]=1[CH2:4][CH2:5][C@@H:6]2[OH:11].[CH:12]([C:15]1[CH:20]=[CH:19][CH:18]=[CH:17][C:16]=1B(O)O)([CH3:14])[CH3:13]. No catalyst specified. The product is [CH:12]([C:15]1[CH:20]=[CH:19][CH:18]=[CH:17][C:16]=1[C:2]1[CH:10]=[CH:9][CH:8]=[C:7]2[C:3]=1[CH2:4][CH2:5][C@@H:6]2[OH:11])([CH3:14])[CH3:13]. The yield is 0.970.